Dataset: Full USPTO retrosynthesis dataset with 1.9M reactions from patents (1976-2016). Task: Predict the reactants needed to synthesize the given product. (1) Given the product [CH2:1]([N:8]1[C:16]2[C:11](=[C:12]([NH:17][C:18]3[CH:26]=[CH:25][C:24]([C:28]4[CH:33]=[CH:32][CH:31]=[CH:30][CH:29]=4)=[CH:23][C:19]=3[C:20]([OH:22])=[O:21])[CH:13]=[CH:14][CH:15]=2)[CH:10]=[CH:9]1)[C:2]1[CH:7]=[CH:6][CH:5]=[CH:4][CH:3]=1, predict the reactants needed to synthesize it. The reactants are: [CH2:1]([N:8]1[C:16]2[C:11](=[C:12]([NH:17][C:18]3[CH:26]=[CH:25][C:24](Cl)=[CH:23][C:19]=3[C:20]([OH:22])=[O:21])[CH:13]=[CH:14][CH:15]=2)[CH:10]=[CH:9]1)[C:2]1[CH:7]=[CH:6][CH:5]=[CH:4][CH:3]=1.[C:28]1(B(O)O)[CH:33]=[CH:32][CH:31]=[CH:30][CH:29]=1.C(=O)([O-])[O-].[Na+].[Na+].Cl. (2) Given the product [C:1]([O:5][C:6]([NH:8][C@@H:9]([CH2:18][C:19]1[CH:24]=[CH:23][CH:22]=[CH:21][CH:20]=1)[C@H:10]1[O:17][CH2:11]1)=[O:7])([CH3:4])([CH3:3])[CH3:2], predict the reactants needed to synthesize it. The reactants are: [C:1]([O:5][C:6]([NH:8][C@@H:9]([CH2:18][C:19]1[CH:24]=[CH:23][CH:22]=[CH:21][CH:20]=1)[C@@H:10]([OH:17])[CH2:11]OS(C)(=O)=O)=[O:7])([CH3:4])([CH3:3])[CH3:2].Cl. (3) Given the product [CH3:24][C:21]1[CH:22]=[CH:23][C:18]([S:15]([N:5]([C@H:6]([C:12]([OH:14])=[O:13])[CH2:7][CH2:8][CH2:9][CH2:10][NH:11][C:37]([C@@H:32]([NH:31][C:25]([C:26]([CH3:29])([CH3:28])[CH3:27])=[O:30])[CH2:33][C:34]([NH2:35])=[O:36])=[O:38])[CH2:1][CH:2]([CH3:3])[CH3:4])(=[O:17])=[O:16])=[CH:19][CH:20]=1, predict the reactants needed to synthesize it. The reactants are: [CH2:1]([N:5]([S:15]([C:18]1[CH:23]=[CH:22][C:21]([CH3:24])=[CH:20][CH:19]=1)(=[O:17])=[O:16])[C@H:6]([C:12]([OH:14])=[O:13])[CH2:7][CH2:8][CH2:9][CH2:10][NH2:11])[CH:2]([CH3:4])[CH3:3].[C:25]([NH:31][C@H:32]([C:37](O)=[O:38])[CH2:33][C:34](=[O:36])[NH2:35])(=[O:30])[C:26]([CH3:29])([CH3:28])[CH3:27]. (4) Given the product [Br:1][C:2]1[CH:3]=[C:4]([C:5]2[CH:11]=[C:10]([C:13]3[CH:18]=[CH:17][CH:16]=[CH:15][CH:14]=3)[N:31]=[C:23]([C:24]3[CH:29]=[CH:28][CH:27]=[CH:26][CH:25]=3)[N:30]=2)[CH:7]=[CH:8][CH:9]=1, predict the reactants needed to synthesize it. The reactants are: [Br:1][C:2]1[CH:3]=[C:4]([CH:7]=[CH:8][CH:9]=1)[CH:5]=O.[C:10]([C:13]1[CH:18]=[CH:17][CH:16]=[CH:15][CH:14]=1)(=O)[CH3:11].C[O-].[Na+].Cl.[C:23]([NH2:31])(=[NH:30])[C:24]1[CH:29]=[CH:28][CH:27]=[CH:26][CH:25]=1.[OH-].[Na+]. (5) Given the product [Br:1][C:2]1[CH:3]=[CH:4][C:5]([N:8]2[CH:12]=[C:11]([CH:23]=[O:24])[N:10]=[CH:9]2)=[N:6][CH:7]=1, predict the reactants needed to synthesize it. The reactants are: [Br:1][C:2]1[CH:3]=[CH:4][C:5]([N:8]2[CH:12]=[C:11](I)[N:10]=[CH:9]2)=[N:6][CH:7]=1.ClCCl.C([Mg]Br)C.CN(C)[CH:23]=[O:24]. (6) Given the product [CH3:17][O:18][C:19]1[CH:24]=[CH:23][CH:22]=[CH:21][C:20]=1[C:2]1[CH:3]=[CH:4][C:5]([CH2:8][P:9](=[O:16])([O:13][CH2:14][CH3:15])[O:10][CH2:11][CH3:12])=[N:6][CH:7]=1, predict the reactants needed to synthesize it. The reactants are: Br[C:2]1[CH:3]=[CH:4][C:5]([CH2:8][P:9](=[O:16])([O:13][CH2:14][CH3:15])[O:10][CH2:11][CH3:12])=[N:6][CH:7]=1.[CH3:17][O:18][C:19]1[CH:24]=[CH:23][CH:22]=[CH:21][C:20]=1B(O)O.C(=O)([O-])O.[Na+]. (7) Given the product [CH3:1][C:2]1[C:6]([C:7]2[CH:16]=[C:15]3[C:10]([C:11]([NH:20][CH:21]([CH3:25])[CH2:22][O:23][CH3:24])=[C:12]([NH2:17])[CH:13]=[N:14]3)=[CH:9][C:8]=2[O:26][CH3:27])=[C:5]([CH3:28])[O:4][N:3]=1, predict the reactants needed to synthesize it. The reactants are: [CH3:1][C:2]1[C:6]([C:7]2[CH:16]=[C:15]3[C:10]([C:11]([NH:20][CH:21]([CH3:25])[CH2:22][O:23][CH3:24])=[C:12]([N+:17]([O-])=O)[CH:13]=[N:14]3)=[CH:9][C:8]=2[O:26][CH3:27])=[C:5]([CH3:28])[O:4][N:3]=1.[H][H]. (8) Given the product [S:5]1[C:4]2=[N:1][CH:12]=[C:13]([C:14](=[O:16])[CH3:15])[CH:21]=[C:8]2[CH:7]=[CH:6]1, predict the reactants needed to synthesize it. The reactants are: [N+:1]([C:4]1[S:5][CH:6]=[CH:7][CH:8]=1)([O-])=O.[Sn].CO[CH:12](OC)[CH2:13][C:14](=[O:16])[CH3:15].[OH-].[Na+].[CH3:21]CO.